This data is from Full USPTO retrosynthesis dataset with 1.9M reactions from patents (1976-2016). The task is: Predict the reactants needed to synthesize the given product. Given the product [CH3:1][N:2]1[C:10]2[C:5](=[C:6]([CH3:12])[CH:7]=[C:8]([CH3:11])[CH:9]=2)[C:4]([CH:25]=[O:26])=[CH:3]1, predict the reactants needed to synthesize it. The reactants are: [CH3:1][N:2]1[C:10]2[C:5](=[C:6]([CH3:12])[CH:7]=[C:8]([CH3:11])[CH:9]=2)[CH:4]=[CH:3]1.P(Cl)(Cl)(OP(Cl)(Cl)=O)=O.CN([CH:25]=[O:26])C.